From a dataset of Forward reaction prediction with 1.9M reactions from USPTO patents (1976-2016). Predict the product of the given reaction. (1) Given the reactants [C:1]([O:5][C:6](=[O:11])[NH:7][CH2:8][CH2:9]O)([CH3:4])([CH3:3])[CH3:2].C1(P([N:26]=[N+:27]=[N-:28])(C2C=CC=CC=2)=O)C=CC=CC=1.C1(P(C2C=CC=CC=2)C2C=CC=CC=2)C=CC=CC=1.CCOC(/N=N/C(OCC)=O)=O.C1(C)C=CC=CC=1, predict the reaction product. The product is: [C:1]([O:5][C:6](=[O:11])[NH:7][CH2:8][CH2:9][N:26]=[N+:27]=[N-:28])([CH3:4])([CH3:3])[CH3:2]. (2) Given the reactants [NH2:1][C:2]1[CH:3]=[C:4]([F:58])[C:5]([S:52]([CH:55]2[CH2:57][CH2:56]2)(=[O:54])=[O:53])=[C:6]([CH2:8][N:9]([CH3:51])[C:10]([CH:12]([NH:24][C:25]2[CH:26]=[C:27]3[C:32](=[C:33]([F:35])[CH:34]=2)[C:31]([N:36]([C:44]([O:46][C:47]([CH3:50])([CH3:49])[CH3:48])=[O:45])[C:37](=[O:43])[O:38][C:39]([CH3:42])([CH3:41])[CH3:40])=[N:30][CH:29]=[CH:28]3)[C:13]2[CH:18]=[CH:17][C:16]([C@@H:19]([CH3:22])[CH2:20][OH:21])=[C:15]([CH3:23])[CH:14]=2)=[O:11])[CH:7]=1.[C:59](Cl)(Cl)=[O:60], predict the reaction product. The product is: [C:39]([O:38][C:37]([N:36]([C:31]1[C:32]2[C:27](=[CH:26][C:25]([NH:24][C@H:12]3[C:10](=[O:11])[N:9]([CH3:51])[CH2:8][C:6]4[CH:7]=[C:2]([CH:3]=[C:4]([F:58])[C:5]=4[S:52]([CH:55]4[CH2:57][CH2:56]4)(=[O:53])=[O:54])[NH:1][C:59](=[O:60])[O:21][CH2:20][C@H:19]([CH3:22])[C:16]4[CH:17]=[CH:18][C:13]3=[CH:14][C:15]=4[CH3:23])=[CH:34][C:33]=2[F:35])[CH:28]=[CH:29][N:30]=1)[C:44](=[O:45])[O:46][C:47]([CH3:48])([CH3:49])[CH3:50])=[O:43])([CH3:41])([CH3:40])[CH3:42]. (3) The product is: [Cl:35][C:29]1[CH:30]=[C:31]([F:34])[CH:32]=[CH:33][C:28]=1[C@@H:19]1[N:20]=[C:21]([C:23]2[S:24][CH:25]=[CH:26][N:27]=2)[NH:22][C:17]([CH2:16][N:6]2[CH2:7][C:3]([F:2])([F:14])[CH2:4][C@H:5]2[CH2:8][CH:9]([CH3:13])[C:10]([OH:12])=[O:11])=[C:18]1[C:36]([O:38][CH3:39])=[O:37]. Given the reactants Cl.[F:2][C:3]1([F:14])[CH2:7][NH:6][C@H:5]([CH2:8][CH:9]([CH3:13])[C:10]([OH:12])=[O:11])[CH2:4]1.Br[CH2:16][C:17]1[NH:22][C:21]([C:23]2[S:24][CH:25]=[CH:26][N:27]=2)=[N:20][C@@H:19]([C:28]2[CH:33]=[CH:32][C:31]([F:34])=[CH:30][C:29]=2[Cl:35])[C:18]=1[C:36]([O:38][CH3:39])=[O:37].C(=O)([O-])[O-].[K+].[K+], predict the reaction product. (4) Given the reactants [C:1]([OH:20])(=[O:19])[CH2:2][CH2:3][CH2:4][CH2:5][CH2:6][CH2:7][CH2:8]/[CH:9]=[CH:10]\[CH2:11][CH2:12][CH2:13][CH2:14][CH2:15][CH2:16][CH2:17][CH3:18], predict the reaction product. The product is: [CH2:1]([OH:19])[CH3:2].[C:1]([OH:20])(=[O:19])[CH2:2][CH2:3][CH2:4][CH2:5][CH2:6][CH2:7][CH2:8]/[CH:9]=[CH:10]\[CH2:11][CH2:12][CH2:13][CH2:14][CH2:15][CH2:16][CH2:17][CH3:18]. (5) Given the reactants [CH3:1][C:2]1[CH:7]=[CH:6][CH:5]=[C:4]([CH3:8])[C:3]=1[C:9]([N:11]1[CH2:18][CH:17]2[CH:13]([CH2:14][NH:15][CH2:16]2)[CH2:12]1)=[O:10].[F:19][C:20]1[CH:25]=[CH:24][C:23]([N:26]([CH2:36][CH2:37][CH2:38]I)[S:27]([C:30]2[CH:35]=[CH:34][CH:33]=[CH:32][CH:31]=2)(=[O:29])=[O:28])=[CH:22][CH:21]=1.C([O-])([O-])=O.[K+].[K+], predict the reaction product. The product is: [CH3:8][C:4]1[CH:5]=[CH:6][CH:7]=[C:2]([CH3:1])[C:3]=1[C:9]([N:11]1[CH2:18][CH:17]2[CH2:16][N:15]([CH2:38][CH2:37][CH2:36][N:26]([C:23]3[CH:22]=[CH:21][C:20]([F:19])=[CH:25][CH:24]=3)[S:27]([C:30]3[CH:35]=[CH:34][CH:33]=[CH:32][CH:31]=3)(=[O:29])=[O:28])[CH2:14][CH:13]2[CH2:12]1)=[O:10].